This data is from Blood-brain barrier penetration binary classification data from Martins et al.. The task is: Regression/Classification. Given a drug SMILES string, predict its absorption, distribution, metabolism, or excretion properties. Task type varies by dataset: regression for continuous measurements (e.g., permeability, clearance, half-life) or binary classification for categorical outcomes (e.g., BBB penetration, CYP inhibition). Dataset: bbb_martins. (1) The compound is Nc1nc(Cl)nc2c1ncn2[C@H]1C[C@H](O)[C@@H](CO)O1. The result is 1 (penetrates BBB). (2) The compound is CO[C@@H]1O[C@H]2O[C@]3(CN4CCCCC4)[C@@H](O)C[C@@H]([C@H]13)[C@H]2C. The result is 1 (penetrates BBB). (3) The compound is CCN(CC)C/C=C1/c2ccccc2Nc2cc(Cl)ccc21. The result is 1 (penetrates BBB). (4) The drug is CC[C@H]1OC(=O)[C@H](C)[C@@H](OC2CC(C)(OC)C(O)C(C)O2)C(C)[C@@H](OC2OC(C)CC(N(C)C)C2O)[C@](C)(O)C[C@@H](C)C(=O)[C@H](C)[C@@H](O)[C@H]1C. The result is 0 (does not penetrate BBB). (5) The molecule is Cc1nc2n(c(=O)c1CCN1CCC(c3noc4cc(F)ccc34)CC1)CCCC2O. The result is 1 (penetrates BBB). (6) The compound is COc1cccc(CC(=O)N2CCN(C(C)=O)C[C@@H]2CN2CC[C@@H](O)C2)c1. The result is 0 (does not penetrate BBB). (7) The drug is CN1C2CCC1CC(OC(=O)C(C)(CO)c1ccccc1)C2. The result is 1 (penetrates BBB). (8) The drug is CC1CCN(CCCC(=O)c2ccc(F)cc2)CC1. The result is 1 (penetrates BBB). (9) The drug is C[C@H]1COc2c(N3CCN(C)CC3)c(F)cc3c(=O)c(C(=O)O)cn1c23. The result is 1 (penetrates BBB).